This data is from Forward reaction prediction with 1.9M reactions from USPTO patents (1976-2016). The task is: Predict the product of the given reaction. (1) Given the reactants C(O[C:4](=O)[NH:5][C:6]1[CH:11]=[C:10]([C:12]([F:15])([F:14])[F:13])[CH:9]=[CH:8][C:7]=1Br)C.C(N(CC)CC)C.[CH3:25][Si:26]([C:29]#C)([CH3:28])[CH3:27].O, predict the reaction product. The product is: [F:13][C:12]([F:15])([F:14])[C:10]1[CH:9]=[CH:8][CH:7]=[C:6]([NH:5][C:4]#[C:25][Si:26]([CH3:29])([CH3:28])[CH3:27])[CH:11]=1. (2) Given the reactants [F:1][C:2]1[C:3]([O:13]C)=[CH:4][CH:5]=[C:6]2[C:11]=1[N:10]=[C:9]([CH3:12])[CH:8]=[CH:7]2.B(Br)(Br)Br.[OH-].[Na+], predict the reaction product. The product is: [F:1][C:2]1[C:3]([OH:13])=[CH:4][CH:5]=[C:6]2[C:11]=1[N:10]=[C:9]([CH3:12])[CH:8]=[CH:7]2. (3) Given the reactants [Br:1][C:2]1[CH:3]=[C:4]2[C:12](=[CH:13][CH:14]=1)[NH:11][C:10]1[CH:9]([NH2:15])[CH2:8][CH2:7][CH2:6][C:5]2=1.[N+:16]([C:19]1[CH:27]=[CH:26][CH:25]=[CH:24][C:20]=1[C:21](Cl)=[O:22])([O-:18])=[O:17], predict the reaction product. The product is: [Br:1][C:2]1[CH:3]=[C:4]2[C:12](=[CH:13][CH:14]=1)[NH:11][C:10]1[CH:9]([NH:15][C:21](=[O:22])[C:20]3[CH:24]=[CH:25][CH:26]=[CH:27][C:19]=3[N+:16]([O-:18])=[O:17])[CH2:8][CH2:7][CH2:6][C:5]2=1. (4) The product is: [C:18]1([NH:17][C:2]2[CH:11]=[CH:10][C:9]3[C:8](=[O:12])[CH:7]4[CH2:13][CH2:14][CH2:15][CH2:16][CH:6]4[CH2:5][C:4]=3[N:3]=2)[CH:23]=[CH:22][CH:21]=[CH:20][CH:19]=1. Given the reactants Cl[CH:2]1[CH:11]=[CH:10][C:9]2[C:8](=[O:12])[CH:7]3[CH2:13][CH2:14][CH2:15][CH2:16][CH:6]3[CH2:5][C:4]=2[NH:3]1.[NH2:17][C:18]1[CH:23]=[CH:22][CH:21]=[CH:20][CH:19]=1.CCC([O-])(C)C.[Na+], predict the reaction product. (5) The product is: [Cl:1][C:2]1[CH:31]=[CH:30][C:5]([CH2:6][N:7]2[C:15]3[C:10](=[CH:11][CH:12]=[CH:13][C:14]=3[C:16]([NH:18][C@H:19]([C:21]3[CH:29]=[CH:28][C:24]([C:25](=[O:26])[NH:44][S:45]([CH2:48][CH2:49][CH2:50][O:51][C:52](=[O:54])[CH3:53])(=[O:46])=[O:47])=[CH:23][CH:22]=3)[CH3:20])=[O:17])[CH:9]=[CH:8]2)=[CH:4][CH:3]=1. Given the reactants [Cl:1][C:2]1[CH:31]=[CH:30][C:5]([CH2:6][N:7]2[C:15]3[C:10](=[CH:11][CH:12]=[CH:13][C:14]=3[C:16]([NH:18][C@H:19]([C:21]3[CH:29]=[CH:28][C:24]([C:25](O)=[O:26])=[CH:23][CH:22]=3)[CH3:20])=[O:17])[CH:9]=[CH:8]2)=[CH:4][CH:3]=1.C(N1C=CN=C1)(N1C=CN=C1)=O.[NH2:44][S:45]([CH2:48][CH2:49][CH2:50][O:51][C:52](=[O:54])[CH3:53])(=[O:47])=[O:46].N12CCCN=C1CCCCC2.C(O)(=O)CC(CC(O)=O)(C(O)=O)O, predict the reaction product. (6) Given the reactants [N-:1]=[N+:2]=[N-:3].[Na+].[CH3:5][O:6][C:7]1([O:32][CH3:33])[CH2:12][CH2:11][N:10]([C:13]2[CH:18]=[CH:17][C:16]([N:19]3[CH2:23][C@@H:22]([CH2:24]CS([O-])(=O)=O)[O:21][C:20]3=[O:30])=[CH:15][CH:14]=2)[CH2:9][CH:8]1[F:31], predict the reaction product. The product is: [CH3:5][O:6][C:7]1([O:32][CH3:33])[CH2:12][CH2:11][N:10]([C:13]2[CH:14]=[CH:15][C:16]([N:19]3[CH2:23][C@@H:22]([CH2:24][N:1]=[N+:2]=[N-:3])[O:21][C:20]3=[O:30])=[CH:17][CH:18]=2)[CH2:9][CH:8]1[F:31]. (7) Given the reactants [F:1][C:2]([F:20])([F:19])[C:3]([NH:5][C:6]1[CH:11]=[C:10]([C:12]#[C:13][Si](C)(C)C)[CH:9]=[CH:8][C:7]=1[CH3:18])=[O:4].[F-].C([N+](CCCC)(CCCC)CCCC)CCC, predict the reaction product. The product is: [C:12]([C:10]1[CH:9]=[CH:8][C:7]([CH3:18])=[C:6]([NH:5][C:3](=[O:4])[C:2]([F:19])([F:1])[F:20])[CH:11]=1)#[CH:13].